This data is from Forward reaction prediction with 1.9M reactions from USPTO patents (1976-2016). The task is: Predict the product of the given reaction. (1) Given the reactants Cl.Cl[C:3]1[N:8]=[CH:7][N:6]=[C:5]([NH:9][C:10]2[CH:15]=[CH:14][CH:13]=[C:12]([Cl:16])[CH:11]=2)[CH:4]=1.[CH:17]1([NH2:23])[CH2:22][CH2:21][CH2:20][CH2:19][CH2:18]1.CCN(C(C)C)C(C)C, predict the reaction product. The product is: [Cl:16][C:12]1[CH:11]=[C:10]([NH:9][C:5]2[CH:4]=[C:3]([NH:23][CH:17]3[CH2:22][CH2:21][CH2:20][CH2:19][CH2:18]3)[N:8]=[CH:7][N:6]=2)[CH:15]=[CH:14][CH:13]=1. (2) Given the reactants [N:1]1[N:5]2[C:6]3[CH:25]=[CH:24][CH:23]=[N:22][C:7]=3[O:8][C:9]3([CH2:14][CH2:13][N:12](C(OC(C)(C)C)=O)[CH2:11][CH2:10]3)[C:4]2=[CH:3][CH:2]=1.[ClH:26].O1CCOCC1, predict the reaction product. The product is: [ClH:26].[N:1]1[N:5]2[C:6]3[CH:25]=[CH:24][CH:23]=[N:22][C:7]=3[O:8][C:9]3([CH2:10][CH2:11][NH:12][CH2:13][CH2:14]3)[C:4]2=[CH:3][CH:2]=1. (3) Given the reactants [NH:1]1[CH2:6][CH2:5][CH:4]([O:7][C:8]2[CH:13]=[CH:12][C:11]([N+:14]([O-:16])=[O:15])=[CH:10][CH:9]=2)[CH2:3][CH2:2]1.[C:17]1(=O)[CH2:20][CH2:19][CH2:18]1, predict the reaction product. The product is: [CH:17]1([N:1]2[CH2:6][CH2:5][CH:4]([O:7][C:8]3[CH:9]=[CH:10][C:11]([N+:14]([O-:16])=[O:15])=[CH:12][CH:13]=3)[CH2:3][CH2:2]2)[CH2:20][CH2:19][CH2:18]1. (4) Given the reactants C(OC([N:8]([C:16]1[C:20]2[CH:21]=[C:22]([CH:35]3[CH2:37][CH2:36]3)[C:23]([CH2:25][O:26][C:27]3[CH:32]=[CH:31][C:30]([Cl:33])=[C:29]([Cl:34])[CH:28]=3)=[CH:24][C:19]=2[O:18][N:17]=1)C(=O)OC(C)(C)C)=O)(C)(C)C.FC(F)(F)C(O)=O, predict the reaction product. The product is: [CH:35]1([C:22]2[C:23]([CH2:25][O:26][C:27]3[CH:32]=[CH:31][C:30]([Cl:33])=[C:29]([Cl:34])[CH:28]=3)=[CH:24][C:19]3[O:18][N:17]=[C:16]([NH2:8])[C:20]=3[CH:21]=2)[CH2:36][CH2:37]1.